Dataset: Full USPTO retrosynthesis dataset with 1.9M reactions from patents (1976-2016). Task: Predict the reactants needed to synthesize the given product. (1) The reactants are: N1C=CC=CC=1.[F:7][C:8]([F:21])([F:20])[S:9]([O:12]S(C(F)(F)F)(=O)=O)(=[O:11])=[O:10].O[C:23]1[C:24]([CH3:37])=[C:25]2[C:29](=[CH:30][CH:31]=1)[C@@H:28]([CH2:32][C:33]([O:35][CH3:36])=[O:34])[CH2:27][CH2:26]2. Given the product [F:7][C:8]([F:21])([F:20])[S:9]([O:12][C:23]1[C:24]([CH3:37])=[C:25]2[C:29](=[CH:30][CH:31]=1)[C@@H:28]([CH2:32][C:33]([O:35][CH3:36])=[O:34])[CH2:27][CH2:26]2)(=[O:11])=[O:10], predict the reactants needed to synthesize it. (2) Given the product [C:14]1([C:20](=[N:27][C:28]2[CH:29]=[C:30]([C:31]([C:2]3[N:3]=[C:4]([CH:11]([CH3:13])[CH3:12])[N:5]4[CH:10]=[CH:9][N:8]=[CH:7][C:6]=34)=[O:32])[CH:37]=[CH:38][N:39]=2)[C:21]2[CH:26]=[CH:25][CH:24]=[CH:23][CH:22]=2)[CH:15]=[CH:16][CH:17]=[CH:18][CH:19]=1, predict the reactants needed to synthesize it. The reactants are: I[C:2]1[N:3]=[C:4]([CH:11]([CH3:13])[CH3:12])[N:5]2[CH:10]=[CH:9][N:8]=[CH:7][C:6]=12.[C:14]1([C:20](=[N:27][C:28]2[CH:29]=[C:30]([CH:37]=[CH:38][N:39]=2)[C:31](N(OC)C)=[O:32])[C:21]2[CH:26]=[CH:25][CH:24]=[CH:23][CH:22]=2)[CH:19]=[CH:18][CH:17]=[CH:16][CH:15]=1.[Li]CCCC.